This data is from Peptide-MHC class I binding affinity with 185,985 pairs from IEDB/IMGT. The task is: Regression. Given a peptide amino acid sequence and an MHC pseudo amino acid sequence, predict their binding affinity value. This is MHC class I binding data. (1) The peptide sequence is NNLEEICQL. The MHC is HLA-A02:01 with pseudo-sequence HLA-A02:01. The binding affinity (normalized) is 0. (2) The peptide sequence is GDEALSGFL. The MHC is HLA-B45:01 with pseudo-sequence HLA-B45:01. The binding affinity (normalized) is 0. (3) The peptide sequence is MYQYIFLSF. The MHC is HLA-A01:01 with pseudo-sequence HLA-A01:01. The binding affinity (normalized) is 0.0847. (4) The peptide sequence is DLQPCIDLI. The MHC is HLA-A02:03 with pseudo-sequence HLA-A02:03. The binding affinity (normalized) is 0.209. (5) The peptide sequence is KMDVTPLDY. The MHC is HLA-A25:01 with pseudo-sequence HLA-A25:01. The binding affinity (normalized) is 0.0847. (6) The peptide sequence is SQIIKTTLSI. The MHC is H-2-Db with pseudo-sequence H-2-Db. The binding affinity (normalized) is 0.236. (7) The peptide sequence is FTALVAFLR. The MHC is HLA-A01:01 with pseudo-sequence HLA-A01:01. The binding affinity (normalized) is 0. (8) The peptide sequence is IELPEKDSW. The MHC is HLA-A30:01 with pseudo-sequence HLA-A30:01. The binding affinity (normalized) is 0. (9) The peptide sequence is YPCTVNFTI. The MHC is HLA-B53:01 with pseudo-sequence HLA-B53:01. The binding affinity (normalized) is 0.573.